This data is from Full USPTO retrosynthesis dataset with 1.9M reactions from patents (1976-2016). The task is: Predict the reactants needed to synthesize the given product. (1) Given the product [F:16][C:15]([F:18])([F:17])[C:72]([OH:73])=[O:33].[CH3:1][C:2]1[CH:7]=[C:6]([NH:8][C:9]2[CH:14]=[C:13]([C:15]([F:16])([F:18])[F:17])[CH:12]=[CH:11][N:10]=2)[N:5]=[C:4]([C:19]2[N:20]=[N:21][N:22]([C@@H:24]([CH3:28])[C:25]([NH:30][CH2:31][C:32]([O:34][CH3:35])=[O:33])=[O:26])[CH:23]=2)[CH:3]=1, predict the reactants needed to synthesize it. The reactants are: [CH3:1][C:2]1[CH:7]=[C:6]([NH:8][C:9]2[CH:14]=[C:13]([C:15]([F:18])([F:17])[F:16])[CH:12]=[CH:11][N:10]=2)[N:5]=[C:4]([C:19]2[N:20]=[N:21][N:22]([C@@H:24]([CH3:28])[C:25](O)=[O:26])[CH:23]=2)[CH:3]=1.Cl.[NH2:30][CH2:31][C:32]([O:34][CH3:35])=[O:33].CN(C(ON1N=NC2C=CC=NC1=2)=[N+](C)C)C.F[P-](F)(F)(F)(F)F.C(N(C(C)C)C(C)C)C.CN([CH:72]=[O:73])C. (2) Given the product [ClH:3].[Cl:3][C:4]1[CH:9]=[CH:8][C:7]([C@@H:10]2[O:16][CH2:15][CH2:14][NH:13][CH2:12][C@H:11]2[CH2:24][N:25]2[CH:30]=[CH:29][CH:28]=[C:27]([C:31]([OH:33])=[O:32])[C:26]2=[O:35])=[CH:6][C:5]=1[F:36], predict the reactants needed to synthesize it. The reactants are: [OH-].[Na+].[Cl:3][C:4]1[CH:9]=[CH:8][C:7]([C@@H:10]2[O:16][CH2:15][CH2:14][N:13](C(OC(C)(C)C)=O)[CH2:12][C@H:11]2[CH2:24][N:25]2[CH:30]=[CH:29][CH:28]=[C:27]([C:31]([O:33]C)=[O:32])[C:26]2=[O:35])=[CH:6][C:5]=1[F:36].